Dataset: Full USPTO retrosynthesis dataset with 1.9M reactions from patents (1976-2016). Task: Predict the reactants needed to synthesize the given product. (1) The reactants are: [CH3:1][C:2]1[C:7]([C:8](OC)=[O:9])=[C:6]([C:12]2[CH:17]=[CH:16][C:15]([CH3:18])=[CH:14][CH:13]=2)[N:5]2[N:19]=[CH:20][CH:21]=[C:4]2[N:3]=1.CC(C[AlH]CC(C)C)C.C1COCC1. Given the product [CH3:1][C:2]1[C:7]([CH2:8][OH:9])=[C:6]([C:12]2[CH:13]=[CH:14][C:15]([CH3:18])=[CH:16][CH:17]=2)[N:5]2[N:19]=[CH:20][CH:21]=[C:4]2[N:3]=1, predict the reactants needed to synthesize it. (2) Given the product [CH2:7]1[CH:12]([CH2:13][N:14]2[C:19](=[O:20])[CH:18]=[CH:17][C:15]2=[O:16])[CH2:11][CH2:10][CH:9]([C:21]([O:23][N:24]2[C:25](=[O:26])[CH2:27][CH2:28][C:29]2=[O:30])=[O:22])[CH2:8]1.[SH:1][CH2:2][CH2:3][C:4]([OH:6])=[O:5].[CH2:7]1[CH:12]([CH2:13][N:14]2[C:19](=[O:20])[CH:18]=[CH:17][C:15]2=[O:16])[CH2:11][CH2:10][CH:9]([C:21]([O:23][N:24]2[C:25](=[O:26])[CH2:27][CH2:28][C:29]2=[O:30])=[O:22])[CH2:8]1, predict the reactants needed to synthesize it. The reactants are: [SH:1][CH2:2][CH2:3][C:4]([OH:6])=[O:5].[CH2:7]1[CH:12]([CH2:13][N:14]2[C:19](=[O:20])[CH:18]=[CH:17][C:15]2=[O:16])[CH2:11][CH2:10][CH:9]([C:21]([O:23][N:24]2[C:29](=[O:30])[CH2:28][CH2:27][C:25]2=[O:26])=[O:22])[CH2:8]1.CCN(C(C)C)C(C)C. (3) Given the product [CH3:1][C:2]1[C:9]([CH3:10])=[C:8]([O:11][S:21]([CH2:19][CH3:20])(=[O:23])=[O:22])[CH:7]=[CH:6][C:3]=1[CH:4]=[O:5], predict the reactants needed to synthesize it. The reactants are: [CH3:1][C:2]1[C:9]([CH3:10])=[C:8]([OH:11])[CH:7]=[CH:6][C:3]=1[CH:4]=[O:5].CCN(CC)CC.[CH2:19]([S:21](Cl)(=[O:23])=[O:22])[CH3:20]. (4) Given the product [CH3:21][O:20][C:15]1[CH:14]=[C:9]([CH:10]([OH:12])[CH3:1])[CH:8]=[C:7]([O:6][CH3:5])[C:16]=1[CH:17]([CH3:19])[CH3:18], predict the reactants needed to synthesize it. The reactants are: [CH3:1]I.[Li+].[BH4-].[CH3:5][O:6][C:7]1[CH:8]=[C:9]([CH:14]=[C:15]([O:20][CH3:21])[C:16]=1[CH:17]([CH3:19])[CH3:18])[C:10]([O:12]C)=O.Cl. (5) Given the product [Cl:1][C:2]1[CH:3]=[C:4]([N:8]([C:9]2[N:10]([C:18]3[CH:19]=[CH:20][C:21]([Cl:24])=[CH:22][CH:23]=3)[N:11]=[C:12]3[C:17]=2[CH:16]=[CH:15][CH:14]=[CH:13]3)[C:32]([NH:31][CH:25]2[CH2:30][CH2:29][CH2:28][CH2:27][CH2:26]2)=[O:33])[CH:5]=[CH:6][CH:7]=1, predict the reactants needed to synthesize it. The reactants are: [Cl:1][C:2]1[CH:3]=[C:4]([NH:8][C:9]2[N:10]([C:18]3[CH:23]=[CH:22][C:21]([Cl:24])=[CH:20][CH:19]=3)[N:11]=[C:12]3[C:17]=2[CH:16]=[CH:15][CH:14]=[CH:13]3)[CH:5]=[CH:6][CH:7]=1.[CH:25]1([N:31]=[C:32]=[O:33])[CH2:30][CH2:29][CH2:28][CH2:27][CH2:26]1.